Dataset: Reaction yield outcomes from USPTO patents with 853,638 reactions. Task: Predict the reaction yield, written as a fraction of the theoretical maximum amount of product (1.0 means a 100% yield; for example, 0.34 means a 34% yield). (1) The reactants are Br[C:2]1[C:7]([CH3:8])=[CH:6][C:5]([C:9](=[O:11])[CH3:10])=[C:4]([OH:12])[CH:3]=1.CC1(C)C2C=CC=C(P(C3C=CC=CC=3)C3C=CC=CC=3)C=2OC2C1=CC=CC=2P(C1C=CC=CC=1)C1C=CC=CC=1.[CH3:55][N:56](C)C=O. The catalyst is [C-]#N.[Zn+2].[C-]#N.C1C=CC(/C=C/C(/C=C/C2C=CC=CC=2)=O)=CC=1.C1C=CC(/C=C/C(/C=C/C2C=CC=CC=2)=O)=CC=1.C1C=CC(/C=C/C(/C=C/C2C=CC=CC=2)=O)=CC=1.[Pd].[Pd]. The product is [C:9]([C:5]1[C:4]([OH:12])=[CH:3][C:2]([C:55]#[N:56])=[C:7]([CH3:8])[CH:6]=1)(=[O:11])[CH3:10]. The yield is 0.980. (2) The reactants are C[O:2][C:3]1[CH:4]=[C:5]2[C:9](=[CH:10][C:11]=1[C:12]([F:15])([F:14])[F:13])[N:8]([CH3:16])[CH:7]=[C:6]2[CH3:17].B(Br)(Br)Br. The catalyst is C(Cl)Cl. The product is [CH3:16][N:8]1[C:9]2[C:5](=[CH:4][C:3]([OH:2])=[C:11]([C:12]([F:13])([F:14])[F:15])[CH:10]=2)[C:6]([CH3:17])=[CH:7]1. The yield is 0.750. (3) The reactants are [Cl:1][C:2]1[C:7]([N+:8]([O-])=O)=[CH:6][CH:5]=[CH:4][N:3]=1.[CH:11]([Mg]Br)=[CH2:12]. The yield is 0.130. The catalyst is C1COCC1. The product is [ClH:1].[NH:8]1[C:7]2=[CH:2][N:3]=[CH:4][CH:5]=[C:6]2[CH:12]=[CH:11]1.